The task is: Predict the reaction yield, written as a fraction of the theoretical maximum amount of product (1.0 means a 100% yield; for example, 0.34 means a 34% yield).. This data is from Reaction yield outcomes from USPTO patents with 853,638 reactions. (1) The reactants are Cl.Cl.[CH2:3]([O:10][NH:11][C@H:12]1[CH2:17][NH:16][C@H:15]([C:18]([OH:20])=[O:19])[CH2:14][CH2:13]1)[C:4]1[CH:9]=[CH:8][CH:7]=[CH:6][CH:5]=1.[OH-].[Na+].C(=O)([O-])[O-].[K+].[K+].C(OC([O:31][C:32]([O:34][C:35]([CH3:38])([CH3:37])[CH3:36])=O)=O)([O:31][C:32]([O:34][C:35]([CH3:38])([CH3:37])[CH3:36])=O)=O. The catalyst is O.O1CCOCC1. The product is [CH2:3]([O:10][NH:11][C@H:12]1[CH2:17][N:16]([C:32]([O:34][C:35]([CH3:38])([CH3:37])[CH3:36])=[O:31])[C@H:15]([C:18]([OH:20])=[O:19])[CH2:14][CH2:13]1)[C:4]1[CH:5]=[CH:6][CH:7]=[CH:8][CH:9]=1. The yield is 0.870. (2) The reactants are [CH3:1][O:2][C:3]1[C:11]([CH3:12])=[CH:10][CH:9]=[CH:8][C:4]=1[C:5]([OH:7])=[O:6].[OH-:13].[Na+].[Mn]([O-])(=O)(=O)=O.[K+].[OH2:21]. No catalyst specified. The product is [CH3:1][O:2][C:3]1[C:11]([C:12]([OH:21])=[O:13])=[CH:10][CH:9]=[CH:8][C:4]=1[C:5]([OH:7])=[O:6]. The yield is 0.850. (3) The reactants are [C:1]1([C:25]2[CH:30]=[CH:29][CH:28]=[CH:27][CH:26]=2)[CH:6]=[CH:5][C:4]([CH2:7][NH:8][CH2:9][C:10]2[CH:11]=[C:12]([CH:22]=[CH:23][CH:24]=2)[CH2:13][NH:14][C:15](=[O:21])[O:16][C:17]([CH3:20])([CH3:19])[CH3:18])=[CH:3][CH:2]=1.[Cl:31][C:32]1[C:33]([OH:43])=[C:34]([S:39](Cl)(=[O:41])=[O:40])[CH:35]=[C:36]([Cl:38])[CH:37]=1.CCN(CC)CC. The catalyst is C(Cl)Cl. The product is [C:1]1([C:25]2[CH:26]=[CH:27][CH:28]=[CH:29][CH:30]=2)[CH:6]=[CH:5][C:4]([CH2:7][N:8]([CH2:9][C:10]2[CH:11]=[C:12]([CH:22]=[CH:23][CH:24]=2)[CH2:13][NH:14][C:15](=[O:21])[O:16][C:17]([CH3:20])([CH3:19])[CH3:18])[S:39]([C:34]2[CH:35]=[C:36]([Cl:38])[CH:37]=[C:32]([Cl:31])[C:33]=2[OH:43])(=[O:40])=[O:41])=[CH:3][CH:2]=1. The yield is 0.725. (4) The reactants are [CH3:1][N:2]([CH3:29])[C:3]1([C:23]2[CH:28]=[CH:27][CH:26]=[CH:25][CH:24]=2)[CH2:8][CH2:7][C:6](=[CH:9][C:10]([NH:12][CH2:13][CH2:14][CH2:15][CH2:16][C:17]2[CH:22]=[CH:21][CH:20]=[CH:19][CH:18]=2)=[O:11])[CH2:5][CH2:4]1.[Cl:30][Si](C)(C)C. The catalyst is CC(CC)=O. The product is [ClH:30].[CH3:29][N:2]([CH3:1])[C:3]1([C:23]2[CH:24]=[CH:25][CH:26]=[CH:27][CH:28]=2)[CH2:8][CH2:7][C:6](=[CH:9][C:10]([NH:12][CH2:13][CH2:14][CH2:15][CH2:16][C:17]2[CH:18]=[CH:19][CH:20]=[CH:21][CH:22]=2)=[O:11])[CH2:5][CH2:4]1. The yield is 0.690. (5) The reactants are [CH3:1][O:2][C:3]1[CH:4]=[C:5]([C:13]([O:15]C)=[O:14])[C:6](=[CH:11][CH:12]=1)[C:7]([O:9]C)=[O:8].[OH-].[K+]. The catalyst is CO.O. The product is [CH3:1][O:2][C:3]1[CH:4]=[C:5]([C:13]([OH:15])=[O:14])[C:6](=[CH:11][CH:12]=1)[C:7]([OH:9])=[O:8]. The yield is 0.990.